From a dataset of Forward reaction prediction with 1.9M reactions from USPTO patents (1976-2016). Predict the product of the given reaction. (1) Given the reactants [C:1]([O:6][CH2:7][C:8]1[CH:13]=[CH:12][CH:11]=[CH:10][CH:9]=1)(=[O:5])/[CH:2]=[CH:3]/[CH3:4].FC(F)(F)C(O)=O.CO[CH2:23][N:24]([CH2:30][C:31]1[CH:36]=[CH:35][CH:34]=[CH:33][CH:32]=1)[CH2:25][Si](C)(C)C, predict the reaction product. The product is: [CH2:30]([N:24]1[CH2:23][CH:3]([CH3:4])[CH:2]([C:1]([O:6][CH2:7][C:8]2[CH:9]=[CH:10][CH:11]=[CH:12][CH:13]=2)=[O:5])[CH2:25]1)[C:31]1[CH:32]=[CH:33][CH:34]=[CH:35][CH:36]=1. (2) Given the reactants [CH2:1]([O:3][C:4]([N:6]1[C:10]2=[N:11][CH:12]=[C:13]([Br:15])[CH:14]=[C:9]2[CH:8]=[C:7]1[O:16]C(OCC)=O)=[O:5])[CH3:2], predict the reaction product. The product is: [CH2:1]([O:3][C:4]([N:6]1[C:10]2=[N:11][CH:12]=[C:13]([Br:15])[CH:14]=[C:9]2[CH2:8][C:7]1=[O:16])=[O:5])[CH3:2]. (3) Given the reactants [Br:1][C:2]1[CH:10]=[C:9]2[C:5]([C:6](=[O:12])C(=O)[NH:8]2)=[CH:4][CH:3]=1.[OH-:13].[Na+].Cl, predict the reaction product. The product is: [NH2:8][C:9]1[CH:10]=[C:2]([Br:1])[CH:3]=[CH:4][C:5]=1[C:6]([OH:12])=[O:13]. (4) Given the reactants [NH2:1][CH2:2][C:3]1[CH:8]=[CH:7][C:6]([NH:9][C:10](=[O:18])[C:11]2[CH:16]=[CH:15][C:14]([F:17])=[CH:13][CH:12]=2)=[CH:5][CH:4]=1.C(N(CC)CC)C.[CH3:26][C:27]1[CH:36]=[C:35]2[C:30]([C:31](Cl)=[N:32][C:33]([Cl:37])=[N:34]2)=[CH:29][CH:28]=1.O, predict the reaction product. The product is: [Cl:37][C:33]1[N:32]=[C:31]([NH:1][CH2:2][C:3]2[CH:4]=[CH:5][C:6]([NH:9][C:10](=[O:18])[C:11]3[CH:16]=[CH:15][C:14]([F:17])=[CH:13][CH:12]=3)=[CH:7][CH:8]=2)[C:30]2[C:35](=[CH:36][C:27]([CH3:26])=[CH:28][CH:29]=2)[N:34]=1. (5) Given the reactants C([O:8][CH2:9][C:10]1([CH2:23][O:24][CH2:25][CH:26]2[CH2:29][CH2:28][CH2:27]2)[CH2:15][CH2:14][N:13]([C:16]([O:18][C:19]([CH3:22])([CH3:21])[CH3:20])=[O:17])[CH2:12][CH2:11]1)C1C=CC=CC=1.[H][H], predict the reaction product. The product is: [CH:26]1([CH2:25][O:24][CH2:23][C:10]2([CH2:9][OH:8])[CH2:11][CH2:12][N:13]([C:16]([O:18][C:19]([CH3:20])([CH3:21])[CH3:22])=[O:17])[CH2:14][CH2:15]2)[CH2:27][CH2:28][CH2:29]1. (6) Given the reactants [NH2:1][C:2]1[CH:21]=[CH:20][C:5]([C:6]([NH:8][CH2:9][C:10]2[CH:15]=[CH:14][C:13]([S:16](=[O:19])(=[O:18])[NH2:17])=[CH:12][CH:11]=2)=[O:7])=[CH:4][CH:3]=1.[C:22]([C:24]1[CH:25]=[C:26]([N:30]=[C:31]=[O:32])[CH:27]=[CH:28][CH:29]=1)#[N:23], predict the reaction product. The product is: [C:22]([C:24]1[CH:25]=[C:26]([NH:30][C:31](=[O:32])[NH:1][C:2]2[CH:21]=[CH:20][C:5]([C:6]([NH:8][CH2:9][C:10]3[CH:15]=[CH:14][C:13]([S:16](=[O:19])(=[O:18])[NH2:17])=[CH:12][CH:11]=3)=[O:7])=[CH:4][CH:3]=2)[CH:27]=[CH:28][CH:29]=1)#[N:23]. (7) Given the reactants Br[C:2]1[CH:3]=[C:4]2[C:8](=[CH:9][CH:10]=1)[N:7]([C:11]1[CH:16]=[CH:15][C:14]([S:17]([CH3:20])(=[O:19])=[O:18])=[CH:13][CH:12]=1)[N:6]=[CH:5]2.[CH:21]1([NH:24][C:25]([C:27]2[CH:28]=[C:29]([F:37])[C:30]([CH3:36])=[C:31](B(O)O)[CH:32]=2)=[O:26])[CH2:23][CH2:22]1.C(=O)([O-])O.[Na+], predict the reaction product. The product is: [CH:21]1([NH:24][C:25](=[O:26])[C:27]2[CH:32]=[C:31]([C:2]3[CH:3]=[C:4]4[C:8](=[CH:9][CH:10]=3)[N:7]([C:11]3[CH:16]=[CH:15][C:14]([S:17]([CH3:20])(=[O:19])=[O:18])=[CH:13][CH:12]=3)[N:6]=[CH:5]4)[C:30]([CH3:36])=[C:29]([F:37])[CH:28]=2)[CH2:22][CH2:23]1.